This data is from Catalyst prediction with 721,799 reactions and 888 catalyst types from USPTO. The task is: Predict which catalyst facilitates the given reaction. (1) Product: [Br:22][C:23]1[CH:28]=[CH:27][C:26]([C:2]2[CH:11]=[C:10]3[C:5]([N:6]=[CH:7][CH:8]=[N:9]3)=[C:4]([C:12]([NH:14][CH2:15][C:16]([O:18][CH2:19][CH3:20])=[O:17])=[O:13])[C:3]=2[OH:21])=[C:25]([F:32])[CH:24]=1. Reactant: Br[C:2]1[CH:11]=[C:10]2[C:5]([N:6]=[CH:7][CH:8]=[N:9]2)=[C:4]([C:12]([NH:14][CH2:15][C:16]([O:18][CH2:19][CH3:20])=[O:17])=[O:13])[C:3]=1[OH:21].[Br:22][C:23]1[CH:28]=[CH:27][C:26](B(O)O)=[C:25]([F:32])[CH:24]=1.C(=O)([O-])[O-].[K+].[K+]. The catalyst class is: 70. (2) Reactant: [CH3:1][C:2]1[CH:7]=[CH:6][CH:5]=[C:4]([N+:8]([O-:10])=[O:9])[C:3]=1F.Cl.[CH2:13]([O:15][C:16](=[O:20])[CH2:17][CH2:18][NH2:19])[CH3:14]. The catalyst class is: 18. Product: [CH2:13]([O:15][C:16](=[O:20])[CH2:17][CH2:18][NH:19][C:3]1[C:4]([N+:8]([O-:10])=[O:9])=[CH:5][CH:6]=[CH:7][C:2]=1[CH3:1])[CH3:14]. (3) Reactant: [CH3:1][C:2]1C=CC(S([O-])(=O)=O)=C[CH:3]=1.C1C=C[NH+]=CC=1.[C:18]([O:22][C:23]([NH:25][C@H:26]([CH2:39][OH:40])[CH2:27][CH2:28][C:29]([O:31][CH2:32][C:33]1[CH:38]=[CH:37][CH:36]=[CH:35][CH:34]=1)=[O:30])=[O:24])([CH3:21])([CH3:20])[CH3:19].COC(C)=C. Product: [CH2:32]([O:31][C:29](=[O:30])[CH2:28][CH2:27][C@H:26]1[CH2:39][O:40][C:2]([CH3:3])([CH3:1])[N:25]1[C:23]([O:22][C:18]([CH3:21])([CH3:20])[CH3:19])=[O:24])[C:33]1[CH:34]=[CH:35][CH:36]=[CH:37][CH:38]=1. The catalyst class is: 4. (4) Reactant: [Br:1][C:2]1[CH:7]=[CH:6][C:5]([CH2:8]Br)=[CH:4][CH:3]=1.[C:10]([C:12]1[CH:17]=[CH:16][C:15](B(O)O)=[CH:14][CH:13]=1)#[N:11].O.P([O-])([O-])([O-])=O.[K+].[K+].[K+]. Product: [Br:1][C:2]1[CH:7]=[CH:6][C:5]([CH2:8][C:15]2[CH:16]=[CH:17][C:12]([C:10]#[N:11])=[CH:13][CH:14]=2)=[CH:4][CH:3]=1. The catalyst class is: 109. (5) Reactant: [C:1]1(B(O)O)[CH:6]=[CH:5][CH:4]=[CH:3][CH:2]=1.[NH2:10][C:11]1[CH:15]=[CH:14][S:13][C:12]=1[C:16]([O:18][CH3:19])=[O:17].O.O=[CH:22][C:23]([OH:25])=[O:24]. Product: [CH3:19][O:18][C:16]([C:12]1[S:13][CH:14]=[CH:15][C:11]=1[NH:10][CH:22]([C:1]1[CH:6]=[CH:5][CH:4]=[CH:3][CH:2]=1)[C:23]([OH:25])=[O:24])=[O:17]. The catalyst class is: 10. (6) Reactant: [Cl:1][C:2]1[C:3]([CH3:12])=[N+:4]([O-])[CH:5]=[C:6]([CH3:10])[C:7]=1[O:8][CH3:9].FC(F)(F)C(OC(=O)C(F)(F)F)=[O:16]. Product: [Cl:1][C:2]1[C:3]([CH2:12][OH:16])=[N:4][CH:5]=[C:6]([CH3:10])[C:7]=1[O:8][CH3:9]. The catalyst class is: 526. (7) Reactant: C(N(CC)CC)C.[C:8]([O:13][C:14]12[CH2:23][CH:18]3[CH2:19][CH:20]([CH2:22][C:16]([O:24][CH:25]([CH3:29])[C:26]([OH:28])=[O:27])([CH2:17]3)[CH2:15]1)[CH2:21]2)(=[O:12])[C:9]([CH3:11])=[CH2:10].Cl[CH2:31][O:32][CH:33]1[CH2:38][CH2:37][CH2:36][CH2:35][CH2:34]1.O. Product: [C:8]([O:13][C:14]12[CH2:23][CH:18]3[CH2:19][CH:20]([CH2:22][C:16]([O:24][CH:25]([CH3:29])[C:26]([O:28][CH2:31][O:32][CH:33]4[CH2:38][CH2:37][CH2:36][CH2:35][CH2:34]4)=[O:27])([CH2:17]3)[CH2:15]1)[CH2:21]2)(=[O:12])[C:9]([CH3:11])=[CH2:10]. The catalyst class is: 13. (8) Reactant: [CH:1]1[C:10]2[C:5](=[CH:6][CH:7]=[CH:8][CH:9]=2)[CH:4]=[CH:3][C:2]=1[CH2:11][C:12](Cl)=[O:13].C(N(CC)CC)C.[C:22]1([SH:28])[CH:27]=[CH:26][CH:25]=[CH:24][CH:23]=1.CCCC(C)C.C(OCC)(=O)C. Product: [CH:1]1[C:10]2[C:5](=[CH:6][CH:7]=[CH:8][CH:9]=2)[CH:4]=[CH:3][C:2]=1[CH2:11][C:12](=[O:13])[S:28][C:22]1[CH:27]=[CH:26][CH:25]=[CH:24][CH:23]=1. The catalyst class is: 11. (9) Reactant: [Br:1][C:2]1[CH:7]=[CH:6][C:5]([NH:8][C:9]2[C:10]([C:18]([OH:20])=O)=[N:11][N:12]([CH3:17])[C:13](=[O:16])[C:14]=2[CH3:15])=[C:4]([F:21])[CH:3]=1.C1C=CC2N(O)N=NC=2C=1.CCN=C=NCCCN(C)C.[CH:43]([O:45][CH2:46][CH2:47][O:48][NH2:49])=[CH2:44]. Product: [Br:1][C:2]1[CH:7]=[CH:6][C:5]([NH:8][C:9]2[C:10]([C:18]([NH:49][O:48][CH2:47][CH2:46][O:45][CH:43]=[CH2:44])=[O:20])=[N:11][N:12]([CH3:17])[C:13](=[O:16])[C:14]=2[CH3:15])=[C:4]([F:21])[CH:3]=1. The catalyst class is: 31. (10) Reactant: [C:1]1([C:7]2[CH:13]=[C:12](Br)[CH:11]=[CH:10][C:8]=2[NH2:9])[CH:6]=[CH:5][CH:4]=[CH:3][CH:2]=1.[C:15]([O:19][C:20](=[O:24])[CH2:21][CH:22]=[CH2:23])([CH3:18])([CH3:17])[CH3:16].C1(C)C=CC=CC=1P(C1C=CC=CC=1C)C1C=CC=CC=1C.C(N(C(C)C)CC)(C)C. Product: [NH2:9][C:8]1[CH:10]=[C:11](/[CH:23]=[CH:22]/[CH2:21][C:20]([O:19][C:15]([CH3:18])([CH3:17])[CH3:16])=[O:24])[CH:12]=[CH:13][C:7]=1[C:1]1[CH:6]=[CH:5][CH:4]=[CH:3][CH:2]=1. The catalyst class is: 613.